This data is from NCI-60 drug combinations with 297,098 pairs across 59 cell lines. The task is: Regression. Given two drug SMILES strings and cell line genomic features, predict the synergy score measuring deviation from expected non-interaction effect. (1) Drug 1: CC1=C2C(C(=O)C3(C(CC4C(C3C(C(C2(C)C)(CC1OC(=O)C(C(C5=CC=CC=C5)NC(=O)OC(C)(C)C)O)O)OC(=O)C6=CC=CC=C6)(CO4)OC(=O)C)OC)C)OC. Drug 2: CC1=C(N=C(N=C1N)C(CC(=O)N)NCC(C(=O)N)N)C(=O)NC(C(C2=CN=CN2)OC3C(C(C(C(O3)CO)O)O)OC4C(C(C(C(O4)CO)O)OC(=O)N)O)C(=O)NC(C)C(C(C)C(=O)NC(C(C)O)C(=O)NCCC5=NC(=CS5)C6=NC(=CS6)C(=O)NCCC[S+](C)C)O. Cell line: NCI-H522. Synergy scores: CSS=58.2, Synergy_ZIP=3.37, Synergy_Bliss=1.99, Synergy_Loewe=4.20, Synergy_HSA=7.11. (2) Drug 1: C1=NC(=NC(=O)N1C2C(C(C(O2)CO)O)O)N. Drug 2: COC1=C2C(=CC3=C1OC=C3)C=CC(=O)O2. Cell line: HCT116. Synergy scores: CSS=50.2, Synergy_ZIP=2.32, Synergy_Bliss=2.73, Synergy_Loewe=0.691, Synergy_HSA=3.98. (3) Drug 1: C1=CC(=C2C(=C1NCCNCCO)C(=O)C3=C(C=CC(=C3C2=O)O)O)NCCNCCO. Drug 2: C1=CC(=CC=C1CC(C(=O)O)N)N(CCCl)CCCl.Cl. Cell line: 786-0. Synergy scores: CSS=63.4, Synergy_ZIP=2.44, Synergy_Bliss=5.66, Synergy_Loewe=-3.89, Synergy_HSA=7.27. (4) Drug 1: CC1=C(C=C(C=C1)NC2=NC=CC(=N2)N(C)C3=CC4=NN(C(=C4C=C3)C)C)S(=O)(=O)N.Cl. Drug 2: N.N.Cl[Pt+2]Cl. Cell line: HCT-15. Synergy scores: CSS=5.94, Synergy_ZIP=1.85, Synergy_Bliss=5.42, Synergy_Loewe=1.52, Synergy_HSA=1.95. (5) Drug 1: CC12CCC(CC1=CCC3C2CCC4(C3CC=C4C5=CN=CC=C5)C)O. Drug 2: CNC(=O)C1=NC=CC(=C1)OC2=CC=C(C=C2)NC(=O)NC3=CC(=C(C=C3)Cl)C(F)(F)F. Cell line: A498. Synergy scores: CSS=12.3, Synergy_ZIP=-5.25, Synergy_Bliss=-4.35, Synergy_Loewe=-8.69, Synergy_HSA=-6.33. (6) Drug 1: CC1=C(C=C(C=C1)NC(=O)C2=CC=C(C=C2)CN3CCN(CC3)C)NC4=NC=CC(=N4)C5=CN=CC=C5. Drug 2: CC1C(C(CC(O1)OC2CC(CC3=C2C(=C4C(=C3O)C(=O)C5=C(C4=O)C(=CC=C5)OC)O)(C(=O)CO)O)N)O.Cl. Cell line: SK-MEL-5. Synergy scores: CSS=47.7, Synergy_ZIP=-3.87, Synergy_Bliss=-4.25, Synergy_Loewe=-16.0, Synergy_HSA=-2.37. (7) Drug 1: C1CCN(CC1)CCOC2=CC=C(C=C2)C(=O)C3=C(SC4=C3C=CC(=C4)O)C5=CC=C(C=C5)O. Drug 2: CCCCCOC(=O)NC1=NC(=O)N(C=C1F)C2C(C(C(O2)C)O)O. Cell line: NCI-H460. Synergy scores: CSS=1.07, Synergy_ZIP=3.69, Synergy_Bliss=0.739, Synergy_Loewe=2.99, Synergy_HSA=-5.86. (8) Drug 1: CN(CC1=CN=C2C(=N1)C(=NC(=N2)N)N)C3=CC=C(C=C3)C(=O)NC(CCC(=O)O)C(=O)O. Drug 2: CS(=O)(=O)OCCCCOS(=O)(=O)C. Cell line: SF-268. Synergy scores: CSS=41.9, Synergy_ZIP=-0.976, Synergy_Bliss=-2.86, Synergy_Loewe=-37.6, Synergy_HSA=-2.76. (9) Drug 1: CC1CCC2CC(C(=CC=CC=CC(CC(C(=O)C(C(C(=CC(C(=O)CC(OC(=O)C3CCCCN3C(=O)C(=O)C1(O2)O)C(C)CC4CCC(C(C4)OC)O)C)C)O)OC)C)C)C)OC. Drug 2: C1C(C(OC1N2C=NC3=C2NC=NCC3O)CO)O. Cell line: A498. Synergy scores: CSS=25.8, Synergy_ZIP=-6.67, Synergy_Bliss=1.68, Synergy_Loewe=-38.2, Synergy_HSA=1.91. (10) Drug 2: N.N.Cl[Pt+2]Cl. Synergy scores: CSS=57.9, Synergy_ZIP=-1.36, Synergy_Bliss=-1.48, Synergy_Loewe=2.62, Synergy_HSA=4.18. Drug 1: CC12CCC3C(C1CCC2OP(=O)(O)O)CCC4=C3C=CC(=C4)OC(=O)N(CCCl)CCCl.[Na+]. Cell line: OVCAR-5.